This data is from Forward reaction prediction with 1.9M reactions from USPTO patents (1976-2016). The task is: Predict the product of the given reaction. (1) The product is: [Cl:1][C:2]1[CH:7]=[CH:6][N:5]=[C:4]([OH:12])[C:3]=1[S:9][CH3:10]. Given the reactants [Cl:1][C:2]1[CH:7]=[CH:6][N:5]=[C:4](N)[C:3]=1[S:9][CH3:10].N([O-])=[O:12].[Na+].O, predict the reaction product. (2) Given the reactants [F:1][C:2]1[CH:46]=[CH:45][C:5]([O:6][CH:7]2[CH2:12][CH2:11][N:10]([C:13]([NH:15][CH:16]([C:28]([NH:30][C:31]3[CH:36]=[CH:35][CH:34]=[CH:33][C:32]=3[CH2:37][NH:38]C(=O)C(F)(F)F)=[O:29])[CH:17]([C:19]3[C:27]4[C:22](=[CH:23][CH:24]=[CH:25][CH:26]=4)[NH:21][CH:20]=3)[CH3:18])=[O:14])[CH2:9][CH2:8]2)=[CH:4][CH:3]=1.C(=O)([O-])[O-].[K+].[K+], predict the reaction product. The product is: [NH2:38][CH2:37][C:32]1[CH:33]=[CH:34][CH:35]=[CH:36][C:31]=1[NH:30][C:28]([CH:16]([NH:15][C:13]([N:10]1[CH2:11][CH2:12][CH:7]([O:6][C:5]2[CH:4]=[CH:3][C:2]([F:1])=[CH:46][CH:45]=2)[CH2:8][CH2:9]1)=[O:14])[CH:17]([C:19]1[C:27]2[C:22](=[CH:23][CH:24]=[CH:25][CH:26]=2)[NH:21][CH:20]=1)[CH3:18])=[O:29]. (3) Given the reactants [CH2:1]([C:3]1[CH:8]=[CH:7][CH:6]=[C:5]([O:9][CH2:10][C:11]2[CH:16]=[CH:15][CH:14]=[CH:13][CH:12]=2)[CH:4]=1)[CH3:2].C1C(=O)N([Br:24])C(=O)C1, predict the reaction product. The product is: [Br:24][C:8]1[CH:7]=[CH:6][C:5]([O:9][CH2:10][C:11]2[CH:16]=[CH:15][CH:14]=[CH:13][CH:12]=2)=[CH:4][C:3]=1[CH2:1][CH3:2]. (4) The product is: [OH:28][C@@H:16]1[CH2:17][CH:18]2[C@:23]([CH3:24])([CH2:22][CH2:21][C:20](=[O:48])[CH2:19]2)[C@@H:25]2[C@@H:15]1[C@H:6]1[C@@:4]([CH2:27][CH2:26]2)([CH3:5])[C:3](=[O:12])[CH2:8][CH2:7]1. Given the reactants C1CO[C:8]23OCC[O:12][C:3]2([C@:4]2([CH2:27][CH2:26][C@H:25]4[C@@H:15]([C@H:16]([OH:28])[CH2:17][CH:18]5[C@:23]4([CH3:24])[CH2:22][CH2:21][CH2:20][CH2:19]5)[C@@H:6]2[CH2:7]3)[CH3:5])O1.C=C1C2[C@](C)(CCC(=[O:48])C2)[C@@H]2[C@H]([C@H]3[C@@](CC2)(C)C(=O)CC3)C1, predict the reaction product. (5) Given the reactants [BH4-].[Na+].Cl[C:4]1([C:7]([O:9][C:10]([CH3:13])([CH3:12])[CH3:11])=[O:8])[CH2:6][CH2:5]1, predict the reaction product. The product is: [CH:4]1([C:7]([O:9][C:10]([CH3:13])([CH3:12])[CH3:11])=[O:8])[CH2:6][CH2:5]1. (6) Given the reactants [Zn:1].[Br:2]CCBr.C[Si](Cl)(C)C.[F:11][C:12]1[C:19]([Cl:20])=[CH:18][CH:17]=[CH:16][C:13]=1[CH2:14]Br, predict the reaction product. The product is: [Br-:2].[F:11][C:12]1[C:19]([Cl:20])=[CH:18][CH:17]=[CH:16][C:13]=1[CH2:14][Zn+:1].